This data is from Forward reaction prediction with 1.9M reactions from USPTO patents (1976-2016). The task is: Predict the product of the given reaction. (1) Given the reactants [Cl:1][C:2]1[N:7]=[C:6]2[N:8]([CH3:12])[C:9]([CH3:11])=[N:10][C:5]2=[CH:4][C:3]=1[CH:13]=[N:14]O, predict the reaction product. The product is: [Cl:1][C:2]1[N:7]=[C:6]2[N:8]([CH3:12])[C:9]([CH3:11])=[N:10][C:5]2=[CH:4][C:3]=1[C:13]#[N:14]. (2) Given the reactants [CH3:1][CH:2]1[CH2:11][C:10]2[N:9]=[C:8]([CH3:12])[C:7]3[NH:13][C:14]4[CH:15]=[CH:16][CH:17]=[CH:18][C:19]=4[C:6]=3[C:5]=2[C:4](=O)[CH2:3]1.N1C=CC=CC=1.Cl.[NH2:28][OH:29], predict the reaction product. The product is: [CH3:1][CH:2]1[CH2:11][C:10]2[N:9]=[C:8]([CH3:12])[C:7]3[NH:13][C:14]4[CH:15]=[CH:16][CH:17]=[CH:18][C:19]=4[C:6]=3[C:5]=2[C:4](=[N:28][OH:29])[CH2:3]1. (3) Given the reactants [Cl:1][C:2]1[CH:7]=[C:6](Cl)[N:5]=[C:4]([NH2:9])[CH:3]=1.[NH:10]1[CH2:15][CH2:14][O:13][CH2:12][CH2:11]1, predict the reaction product. The product is: [Cl:1][C:2]1[CH:7]=[C:6]([N:10]2[CH2:15][CH2:14][O:13][CH2:12][CH2:11]2)[N:5]=[C:4]([NH2:9])[CH:3]=1. (4) Given the reactants C[C@H:2]([OH:6])/[CH:3]=[CH:4]/[CH3:5].C([C:9]([CH2:16][CH3:17])(CC)C([O-])([O-])[O-])C.CP(=O)(F)[O:20][CH:21](C)[C:22](C)(C)C, predict the reaction product. The product is: [CH2:21]([O:20][C:2](=[O:6])[CH2:3][C@H:4]([CH3:5])[CH:17]=[CH:16][CH3:9])[CH3:22]. (5) Given the reactants [F:1][C:2]1[CH:33]=[C:32]([F:34])[CH:31]=[CH:30][C:3]=1[O:4][C:5]1[N:10]=[C:9]2[N:11](COCC[Si](C)(C)C)[N:12]=[C:13]([C:14]3[CH:19]=[CH:18][C:17]([OH:20])=[CH:16][C:15]=3[CH3:21])[C:8]2=[CH:7][N:6]=1.Cl, predict the reaction product. The product is: [F:1][C:2]1[CH:33]=[C:32]([F:34])[CH:31]=[CH:30][C:3]=1[O:4][C:5]1[N:10]=[C:9]2[NH:11][N:12]=[C:13]([C:14]3[CH:19]=[CH:18][C:17]([OH:20])=[CH:16][C:15]=3[CH3:21])[C:8]2=[CH:7][N:6]=1. (6) Given the reactants [CH2:1]([C:8]1[N:13]=[N:12][C:11]([O:14]CC2C=CC=CC=2)=[C:10]([O:22]CC2C=CC=CC=2)[CH:9]=1)[C:2]1[CH:7]=[CH:6][CH:5]=[CH:4][CH:3]=1, predict the reaction product. The product is: [CH2:1]([C:8]1[CH:9]=[C:10]([OH:22])[C:11](=[O:14])[NH:12][N:13]=1)[C:2]1[CH:7]=[CH:6][CH:5]=[CH:4][CH:3]=1.